Dataset: Experimentally validated miRNA-target interactions with 360,000+ pairs, plus equal number of negative samples. Task: Binary Classification. Given a miRNA mature sequence and a target amino acid sequence, predict their likelihood of interaction. The miRNA is rno-miR-101b-3p with sequence UACAGUACUGUGAUAGCUGAA. Result: 0 (no interaction). The protein sequence of the target gene is MAQETNQTPGPMLCSTGCGFYGNPRTNGMCSVCYKEHLQRQQNSGRMSPMGTASGSNSPTSDSASVQRADAGLNNCEGAAGSTSEKSRNVPVAALPVTQQMTEMSISREDKITTPKTEVSEPVVTQPSPSVSQPSSSQSEEKAPELPKPKKNRCFMCRKKVGLTGFDCRCGNLFCGLHRYSDKHNCPYDYKAEAAAKIRKENPVVVAEKIQRI.